This data is from Forward reaction prediction with 1.9M reactions from USPTO patents (1976-2016). The task is: Predict the product of the given reaction. (1) Given the reactants Br[C:2]1[CH:6]=[CH:5][S:4][C:3]=1/[C:7](=[N:9]/[N:10]=[C:11]([C:18]1[CH:23]=[CH:22][CH:21]=[CH:20][CH:19]=1)[C:12]1[CH:17]=[CH:16][CH:15]=[CH:14][CH:13]=1)/[CH3:8].[C:24]1([C:30](=[N:37][NH2:38])[C:31]2[CH:36]=[CH:35][CH:34]=[CH:33][CH:32]=2)[CH:29]=[CH:28][CH:27]=[CH:26][CH:25]=1.C([O-])([O-])=O.[Cs+].[Cs+], predict the reaction product. The product is: [C:12]1([C:11]([C:18]2[CH:23]=[CH:22][CH:21]=[CH:20][CH:19]=2)=[N:10]/[N:9]=[C:7](/[C:3]2[S:4][CH:5]=[CH:6][C:2]=2[NH:38][N:37]=[C:30]([C:24]2[CH:29]=[CH:28][CH:27]=[CH:26][CH:25]=2)[C:31]2[CH:36]=[CH:35][CH:34]=[CH:33][CH:32]=2)\[CH3:8])[CH:17]=[CH:16][CH:15]=[CH:14][CH:13]=1. (2) Given the reactants [OH:1][C@@:2]12[CH2:21][C@@H:20]([O:22][C@H:23]3[C@@H:28]4[O:29][C:30]([CH3:33])([CH3:32])[O:31][C@@H:27]4[C@@H:26]([O:34][CH2:35][O:36][CH3:37])[C@H:25]([CH3:38])[O:24]3)[CH2:19][C@H:12]3[O:13][C:14]([CH3:18])([CH3:17])[O:15][CH2:16][C@@:11]13[CH:10]1[CH:5]([C@@:6]3([OH:49])[CH2:45][CH2:44][C@H:43]([CH:46]=[O:47])[C@@:7]3([CH3:48])[CH2:8][C@H:9]1[O:39][CH2:40][O:41][CH3:42])[CH2:4][CH2:3]2.[BH4-].[Na+], predict the reaction product. The product is: [OH:47][CH2:46][C@@H:43]1[C@@:7]2([CH3:48])[CH2:8][C@@H:9]([O:39][CH2:40][O:41][CH3:42])[CH:10]3[C@:11]45[C@@:2]([OH:1])([CH2:21][C@@H:20]([O:22][C@H:23]6[C@@H:28]7[O:29][C:30]([CH3:32])([CH3:33])[O:31][C@@H:27]7[C@@H:26]([O:34][CH2:35][O:36][CH3:37])[C@H:25]([CH3:38])[O:24]6)[CH2:19][C@H:12]4[O:13][C:14]([CH3:17])([CH3:18])[O:15][CH2:16]5)[CH2:3][CH2:4][CH:5]3[C@@:6]2([OH:49])[CH2:45][CH2:44]1. (3) The product is: [CH3:1][CH:2]1[CH:7]=[CH:6][CH2:5][C:4]([CH3:8])([CH3:9])[CH:3]1[C:10](=[O:12])[CH3:11]. Given the reactants [CH3:1][C@@H:2]1[CH:7]=[CH:6][CH2:5][C:4]([CH3:9])([CH3:8])[C@H:3]1[C:10](=[O:12])[CH3:11].[H+].[B-](F)(F)(F)F.O(CC)CC, predict the reaction product.